This data is from Reaction yield outcomes from USPTO patents with 853,638 reactions. The task is: Predict the reaction yield, written as a fraction of the theoretical maximum amount of product (1.0 means a 100% yield; for example, 0.34 means a 34% yield). (1) The catalyst is C(OCC)(=O)C. The reactants are [Cl:1][C:2]1[C:3]([O:12][C:13]2[CH:18]=[C:17]([O:19][CH2:20][CH2:21][O:22][CH3:23])[CH:16]=[CH:15][C:14]=2[CH2:24][CH2:25][CH2:26][NH2:27])=[N:4][CH:5]=[C:6]([C:8]([F:11])([F:10])[F:9])[CH:7]=1.N1C=CC=CC=1.[CH:34]1([S:40](Cl)(=[O:42])=[O:41])[CH2:39][CH2:38][CH2:37][CH2:36][CH2:35]1.Cl. The yield is 0.0800. The product is [Cl:1][C:2]1[C:3]([O:12][C:13]2[CH:18]=[C:17]([O:19][CH2:20][CH2:21][O:22][CH3:23])[CH:16]=[CH:15][C:14]=2[CH2:24][CH2:25][CH2:26][NH:27][S:40]([CH:34]2[CH2:39][CH2:38][CH2:37][CH2:36][CH2:35]2)(=[O:42])=[O:41])=[N:4][CH:5]=[C:6]([C:8]([F:9])([F:11])[F:10])[CH:7]=1. (2) The reactants are Br[C:2]1[CH:7]=[C:6]([N+:8]([O-:10])=[O:9])[CH:5]=[CH:4][C:3]=1[C:11]([CH3:14])([CH3:13])[CH3:12].[CH3:15][N:16](C=O)C. The catalyst is O.[C-]#N.[C-]#N.[Zn+2].C1C=CC([P]([Pd]([P](C2C=CC=CC=2)(C2C=CC=CC=2)C2C=CC=CC=2)([P](C2C=CC=CC=2)(C2C=CC=CC=2)C2C=CC=CC=2)[P](C2C=CC=CC=2)(C2C=CC=CC=2)C2C=CC=CC=2)(C2C=CC=CC=2)C2C=CC=CC=2)=CC=1. The product is [C:11]([C:3]1[CH:4]=[CH:5][C:6]([N+:8]([O-:10])=[O:9])=[CH:7][C:2]=1[C:15]#[N:16])([CH3:14])([CH3:13])[CH3:12]. The yield is 0.800.